From a dataset of Forward reaction prediction with 1.9M reactions from USPTO patents (1976-2016). Predict the product of the given reaction. Given the reactants [CH3:1][C:2]1[CH:15]=[CH:14][C:5]([C:6]([C:8]2[CH:13]=[CH:12][CH:11]=[CH:10][CH:9]=2)=[O:7])=[CH:4][CH:3]=1.[Br:16]Br, predict the reaction product. The product is: [Br:16][CH2:1][C:2]1[CH:15]=[CH:14][C:5]([C:6]([C:8]2[CH:13]=[CH:12][CH:11]=[CH:10][CH:9]=2)=[O:7])=[CH:4][CH:3]=1.